This data is from Full USPTO retrosynthesis dataset with 1.9M reactions from patents (1976-2016). The task is: Predict the reactants needed to synthesize the given product. (1) Given the product [F:28][C:25]([F:26])([F:27])[C:22]1[CH:21]=[CH:20][C:19]([C:17]2[N:16]=[CH:15][N:14]=[C:13]([NH:1][C:2]3[CH:3]=[CH:4][CH:5]=[C:6]4[C:10]=3[CH:9]([OH:11])[CH2:8][CH2:7]4)[CH:18]=2)=[CH:24][CH:23]=1, predict the reactants needed to synthesize it. The reactants are: [NH2:1][C:2]1[CH:3]=[CH:4][CH:5]=[C:6]2[C:10]=1[CH:9]([OH:11])[CH2:8][CH2:7]2.Cl[C:13]1[CH:18]=[C:17]([C:19]2[CH:24]=[CH:23][C:22]([C:25]([F:28])([F:27])[F:26])=[CH:21][CH:20]=2)[N:16]=[CH:15][N:14]=1. (2) Given the product [CH3:17][O:16][N:15]([CH3:14])[C:10]([C:3]1[C:4]2[C:9](=[CH:8][CH:7]=[CH:6][CH:5]=2)[NH:1][CH:2]=1)=[O:12], predict the reactants needed to synthesize it. The reactants are: [NH:1]1[C:9]2[C:4](=[CH:5][CH:6]=[CH:7][CH:8]=2)[C:3]([C:10]([OH:12])=O)=[CH:2]1.Cl.[CH3:14][NH:15][O:16][CH3:17].C1C=CC(P(C2C=CC=CC=2)C2C=CC=CC=2)=CC=1.C(Cl)(Cl)(Cl)Cl. (3) Given the product [Br-:28].[N+:20]([C:23]1[CH:30]=[CH:29][C:26]([CH2:27][P+:7]([C:1]2[CH:2]=[CH:3][CH:4]=[CH:5][CH:6]=2)([C:8]2[CH:13]=[CH:12][CH:11]=[CH:10][CH:9]=2)[C:14]2[CH:15]=[CH:16][CH:17]=[CH:18][CH:19]=2)=[CH:25][CH:24]=1)([O-:22])=[O:21], predict the reactants needed to synthesize it. The reactants are: [C:1]1([P:7]([C:14]2[CH:19]=[CH:18][CH:17]=[CH:16][CH:15]=2)[C:8]2[CH:13]=[CH:12][CH:11]=[CH:10][CH:9]=2)[CH:6]=[CH:5][CH:4]=[CH:3][CH:2]=1.[N+:20]([C:23]1[CH:30]=[CH:29][C:26]([CH2:27][Br:28])=[CH:25][CH:24]=1)([O-:22])=[O:21]. (4) Given the product [F:35][C:34]([F:36])([F:37])[C:33]([C:30]1[CH:31]=[CH:32][C:27]([CH2:26][N:12]2[CH2:11][CH2:10][CH:9]([O:8][C:7]3[CH:15]=[CH:16][CH:17]=[C:5]([N+:2]([O-:4])=[O:3])[CH:6]=3)[CH2:14][CH2:13]2)=[CH:28][CH:29]=1)([OH:42])[C:38]([F:39])([F:41])[F:40], predict the reactants needed to synthesize it. The reactants are: Cl.[N+:2]([C:5]1[CH:6]=[C:7]([CH:15]=[CH:16][CH:17]=1)[O:8][CH:9]1[CH2:14][CH2:13][NH:12][CH2:11][CH2:10]1)([O-:4])=[O:3].C(N(CC)CC)C.Br[CH2:26][C:27]1[CH:32]=[CH:31][C:30]([C:33]([OH:42])([C:38]([F:41])([F:40])[F:39])[C:34]([F:37])([F:36])[F:35])=[CH:29][CH:28]=1. (5) Given the product [CH3:14][C:10]1([CH3:15])[C@@H:11]([O:13][C:17]2[C:18]([N+:23]([O-:25])=[O:24])=[N:19][CH:20]=[CH:21][CH:22]=2)[CH2:12][N:8]([C:6]([O:5][C:1]([CH3:4])([CH3:2])[CH3:3])=[O:7])[CH2:9]1, predict the reactants needed to synthesize it. The reactants are: [C:1]([O:5][C:6]([N:8]1[CH2:12][C@H:11]([OH:13])[C:10]([CH3:15])([CH3:14])[CH2:9]1)=[O:7])([CH3:4])([CH3:3])[CH3:2].F[C:17]1[C:18]([N+:23]([O-:25])=[O:24])=[N:19][CH:20]=[CH:21][CH:22]=1. (6) Given the product [CH3:25][NH:26][CH2:27][CH2:28][NH:29][C:3]([C:5]1[C:18]2[C:9](=[N:10][C:11]3[C:16]([N:17]=2)=[C:15]2[CH:19]=[CH:20][CH:21]=[C:22]([O:23][CH3:24])[C:14]2=[CH:13][CH:12]=3)[CH:8]=[CH:7][CH:6]=1)=[O:4], predict the reactants needed to synthesize it. The reactants are: CO[C:3]([C:5]1[C:18]2[C:9](=[N:10][C:11]3[C:16]([N:17]=2)=[C:15]2[CH:19]=[CH:20][CH:21]=[C:22]([O:23][CH3:24])[C:14]2=[CH:13][CH:12]=3)[CH:8]=[CH:7][CH:6]=1)=[O:4].[CH3:25][NH:26][CH2:27][CH2:28][NH2:29].